Task: Predict which catalyst facilitates the given reaction.. Dataset: Catalyst prediction with 721,799 reactions and 888 catalyst types from USPTO (1) Reactant: [NH2:1][C@@H:2]([C:6]([OH:8])=[O:7])[CH:3]([CH3:5])[CH3:4].[N+:9]([C:12]1[CH:17]=[CH:16][C:15]([C:18]2[CH:23]=[CH:22][C:21]([S:24](Cl)(=[O:26])=[O:25])=[CH:20][CH:19]=2)=[CH:14][CH:13]=1)([O-:11])=[O:10].C(N(CC)CC)C. Product: [N+:9]([C:12]1[CH:13]=[CH:14][C:15]([C:18]2[CH:23]=[CH:22][C:21]([S:24]([NH:1][C@@H:2]([C:6]([OH:8])=[O:7])[CH:3]([CH3:5])[CH3:4])(=[O:26])=[O:25])=[CH:20][CH:19]=2)=[CH:16][CH:17]=1)([O-:11])=[O:10]. The catalyst class is: 38. (2) Product: [Br:1][C:2]1[CH:7]=[CH:6][C:5]([O:8][CH3:10])=[C:4]([Cl:9])[CH:3]=1. The catalyst class is: 9. Reactant: [Br:1][C:2]1[CH:7]=[CH:6][C:5]([OH:8])=[C:4]([Cl:9])[CH:3]=1.[C:10](=O)([O-])[O-].[K+].[K+].CI.O. (3) Reactant: C(OC([NH:8][NH:9][C:10]([C:12]1[CH:17]=[C:16]([CH3:18])[N:15]=[C:14]([CH2:19][CH3:20])[CH:13]=1)=[O:11])=O)(C)(C)C.Cl. Product: [CH2:19]([C:14]1[CH:13]=[C:12]([CH:17]=[C:16]([CH3:18])[N:15]=1)[C:10]([NH:9][NH2:8])=[O:11])[CH3:20]. The catalyst class is: 12. (4) Reactant: [CH3:1][S:2][C:3]1[CH:8]=[CH:7][C:6]([OH:9])=[CH:5][CH:4]=1.[H-].[Na+].Cl[C:13]1[CH:18]=[C:17]([N:19]([CH2:28][O:29][CH2:30][CH2:31][Si:32]([CH3:35])([CH3:34])[CH3:33])[CH2:20][O:21][CH2:22][CH2:23][Si:24]([CH3:27])([CH3:26])[CH3:25])[N:16]2[N:36]=[CH:37][CH:38]=[C:15]2[N:14]=1.[NH4+].[Cl-]. Product: [CH3:1][S:2][C:3]1[CH:8]=[CH:7][C:6]([O:9][C:13]2[CH:18]=[C:17]([N:19]([CH2:28][O:29][CH2:30][CH2:31][Si:32]([CH3:35])([CH3:34])[CH3:33])[CH2:20][O:21][CH2:22][CH2:23][Si:24]([CH3:27])([CH3:26])[CH3:25])[N:16]3[N:36]=[CH:37][CH:38]=[C:15]3[N:14]=2)=[CH:5][CH:4]=1. The catalyst class is: 3.